Dataset: Forward reaction prediction with 1.9M reactions from USPTO patents (1976-2016). Task: Predict the product of the given reaction. (1) Given the reactants [Cl:1][C:2]1[CH:3]=[CH:4][C:5]([F:18])=[C:6]([C:8]2[N:9]=[C:10](I)[C:11]3[O:16][CH2:15][CH2:14][C:12]=3[N:13]=2)[CH:7]=1.C1C=CC(P(C2C(C3C(P(C4C=CC=CC=4)C4C=CC=CC=4)=CC=C4C=3C=CC=C4)=C3C(C=CC=C3)=CC=2)C2C=CC=CC=2)=CC=1.[NH2:65][C:66]1[CH:71]=[CH:70][N:69]=[CH:68][C:67]=1[CH3:72].C([O-])([O-])=O.[Cs+].[Cs+], predict the reaction product. The product is: [Cl:1][C:2]1[CH:3]=[CH:4][C:5]([F:18])=[C:6]([C:8]2[N:9]=[C:10]([NH:65][C:66]3[CH:71]=[CH:70][N:69]=[CH:68][C:67]=3[CH3:72])[C:11]3[O:16][CH2:15][CH2:14][C:12]=3[N:13]=2)[CH:7]=1. (2) Given the reactants [CH3:1][O:2][C:3](=[O:17])[C:4]1[CH:9]=[C:8]([C:10]#[C:11][Si:12]([CH3:15])([CH3:14])[CH3:13])[C:7]([NH2:16])=[N:6][CH:5]=1.N1C=CC=CC=1.[C:24](Cl)(=[O:26])[CH3:25], predict the reaction product. The product is: [CH3:1][O:2][C:3](=[O:17])[C:4]1[CH:9]=[C:8]([C:10]#[C:11][Si:12]([CH3:15])([CH3:14])[CH3:13])[C:7]([NH:16][C:24](=[O:26])[CH3:25])=[N:6][CH:5]=1. (3) Given the reactants Cl.FC1C=C(C(C(NC2C=CC(F)=CC=2)=O)C(N)=O)C=CC=1OC1C2=C(C)C(OCCN3CCOCC3)=CN2N=CN=1.[F:43][C:44]1[CH:65]=[C:64]([N+:66]([O-])=O)[CH:63]=[CH:62][C:45]=1[O:46][C:47]1[C:52]2=[CH:53][C:54]([C:56]3[CH:57]=[N:58][CH:59]=[CH:60][CH:61]=3)=[CH:55][N:51]2[N:50]=[CH:49][N:48]=1, predict the reaction product. The product is: [F:43][C:44]1[CH:65]=[C:64]([NH2:66])[CH:63]=[CH:62][C:45]=1[O:46][C:47]1[C:52]2=[CH:53][C:54]([C:56]3[CH:57]=[N:58][CH:59]=[CH:60][CH:61]=3)=[CH:55][N:51]2[N:50]=[CH:49][N:48]=1. (4) Given the reactants Cl.C[O:3][C:4](=[O:24])[C@H:5]([CH2:7][C:8]1[CH:13]=[CH:12][C:11]([O:14][CH2:15][C:16]2[C:21]([Cl:22])=[CH:20][CH:19]=[CH:18][C:17]=2[Cl:23])=[CH:10][CH:9]=1)[NH2:6].[CH3:25][C:26]1[N:34]=[CH:33][CH:32]=[CH:31][C:27]=1[C:28](O)=[O:29], predict the reaction product. The product is: [CH3:25][C:26]1[N:34]=[CH:33][CH:32]=[CH:31][C:27]=1[C:28]([NH:6][C@H:5]([C:4]([OH:3])=[O:24])[CH2:7][C:8]1[CH:13]=[CH:12][C:11]([O:14][CH2:15][C:16]2[C:21]([Cl:22])=[CH:20][CH:19]=[CH:18][C:17]=2[Cl:23])=[CH:10][CH:9]=1)=[O:29]. (5) The product is: [CH2:1]([NH:8][C:9]([C:11]1[CH:12]=[C:13]2[C:18](=[N:19][CH:20]=1)[N:17]([OH:21])[C:16](=[O:29])[C:15]([C:30]([O:32][CH2:33][CH3:34])=[O:31])=[C:14]2[OH:35])=[O:10])[C:2]1[CH:3]=[CH:4][CH:5]=[CH:6][CH:7]=1. Given the reactants [CH2:1]([NH:8][C:9]([C:11]1[CH:12]=[C:13]2[C:18](=[N:19][CH:20]=1)[N:17]([O:21]CC1C=CC=CC=1)[C:16](=[O:29])[C:15]([C:30]([O:32][CH2:33][CH3:34])=[O:31])=[C:14]2[OH:35])=[O:10])[C:2]1[CH:7]=[CH:6][CH:5]=[CH:4][CH:3]=1, predict the reaction product. (6) Given the reactants [C@@H:1]1([NH:15]C(=O)OCC2C=CC=CC=2)[CH2:6][CH2:5][CH2:4][C@H:3]([NH:7][C:8](=[O:14])[O:9][C:10]([CH3:13])([CH3:12])[CH3:11])[CH2:2]1, predict the reaction product. The product is: [NH2:15][C@H:1]1[CH2:6][CH2:5][CH2:4][C@@H:3]([NH:7][C:8](=[O:14])[O:9][C:10]([CH3:12])([CH3:11])[CH3:13])[CH2:2]1. (7) Given the reactants [CH2:1]([C:3]1[N:7]2[N:8]=[C:9]([CH3:24])[C:10]([C:19]([O:21]CC)=[O:20])=[C:11]([C:12]3[CH:13]=[N:14][CH:15]=[C:16]([CH3:18])[CH:17]=3)[C:6]2=[CH:5][CH:4]=1)[CH3:2].[OH-].[K+].Cl, predict the reaction product. The product is: [CH2:1]([C:3]1[N:7]2[N:8]=[C:9]([CH3:24])[C:10]([C:19]([OH:21])=[O:20])=[C:11]([C:12]3[CH:13]=[N:14][CH:15]=[C:16]([CH3:18])[CH:17]=3)[C:6]2=[CH:5][CH:4]=1)[CH3:2]. (8) Given the reactants [Br:1][C:2]1[CH:3]=[C:4]2[CH2:10][CH2:9][N:8]([C:11]([C:13]3[CH:14]=[C:15]4[C:20](=[CH:21][C:22]=3[CH3:23])[N:19]3[C:24]([C@@H:27]5[CH2:31][CH2:30][CH2:29][C@@H:28]5[O:32][Si](C(C)(C)C)(C)C)=[N:25][CH:26]=[C:18]3[C:17](=[O:40])[NH:16]4)=[O:12])[C:5]2=[N:6][CH:7]=1.Cl, predict the reaction product. The product is: [Br:1][C:2]1[CH:3]=[C:4]2[CH2:10][CH2:9][N:8]([C:11]([C:13]3[CH:14]=[C:15]4[C:20](=[CH:21][C:22]=3[CH3:23])[N:19]3[C:24]([C@@H:27]5[CH2:31][CH2:30][CH2:29][C@@H:28]5[OH:32])=[N:25][CH:26]=[C:18]3[C:17](=[O:40])[NH:16]4)=[O:12])[C:5]2=[N:6][CH:7]=1.